Dataset: Forward reaction prediction with 1.9M reactions from USPTO patents (1976-2016). Task: Predict the product of the given reaction. (1) Given the reactants [CH2:1]([O:9][C:10]1[C:11](=[O:22])[O:12][C:13]2[CH:20]=[CH:19][CH:18]=[C:17]([OH:21])[C:14]=2[C:15]=1[OH:16])[CH2:2][CH2:3][CH2:4][CH2:5][CH2:6][CH2:7][CH3:8].[C:23]([O:26][CH2:27][CH2:28][CH2:29]Br)(=[O:25])[CH3:24], predict the reaction product. The product is: [CH2:1]([O:9][C:10]1[C:11](=[O:22])[O:12][C:13]2[CH:20]=[CH:19][CH:18]=[C:17]([O:21][CH2:29][CH2:28][CH2:27][O:26][C:23](=[O:25])[CH3:24])[C:14]=2[C:15]=1[OH:16])[CH2:2][CH2:3][CH2:4][CH2:5][CH2:6][CH2:7][CH3:8]. (2) Given the reactants [CH2:1]([O:3][C:4]1[C:9]2[CH:10]([NH:13][C:14]3[CH:23]=[CH:22][C:21]4[C:16](=[CH:17][CH:18]=[C:19]([NH2:24])[CH:20]=4)[N:15]=3)[CH2:11][O:12][C:8]=2[CH:7]=[CH:6][CH:5]=1)[CH3:2].Cl[C:26](OC1C=CC([N+]([O-])=O)=CC=1)=[O:27].Cl.Cl.[CH:40]([N:43]1[CH2:48][CH2:47][CH:46]([NH2:49])[CH2:45][CH2:44]1)([CH3:42])[CH3:41], predict the reaction product. The product is: [CH2:1]([O:3][C:4]1[C:9]2[CH:10]([NH:13][C:14]3[CH:23]=[CH:22][C:21]4[C:16](=[CH:17][CH:18]=[C:19]([NH:24][C:26]([NH:49][CH:46]5[CH2:47][CH2:48][N:43]([CH:40]([CH3:42])[CH3:41])[CH2:44][CH2:45]5)=[O:27])[CH:20]=4)[N:15]=3)[CH2:11][O:12][C:8]=2[CH:7]=[CH:6][CH:5]=1)[CH3:2]. (3) Given the reactants Cl.C([O:6][C:7](=[O:21])[CH2:8][O:9][C:10]1[C:19]2[CH2:18][CH2:17][CH2:16][C@@H:15]([NH2:20])[C:14]=2[CH:13]=[CH:12][CH:11]=1)(C)(C)C.C(N(CC)C(C)C)(C)C.[Cl:31][C:32]1[CH:33]=[C:34]([S:39](Cl)(=[O:41])=[O:40])[CH:35]=[C:36]([Cl:38])[CH:37]=1.[OH-].[Li+], predict the reaction product. The product is: [Cl:38][C:36]1[CH:35]=[C:34]([S:39]([NH:20][C@@H:15]2[CH2:16][CH2:17][CH2:18][C:19]3[C:10]([O:9][CH2:8][C:7]([OH:6])=[O:21])=[CH:11][CH:12]=[CH:13][C:14]2=3)(=[O:40])=[O:41])[CH:33]=[C:32]([Cl:31])[CH:37]=1. (4) Given the reactants [CH3:1][N:2]([CH3:8])[C@H:3]1[CH2:7][CH2:6][NH:5][CH2:4]1.[Br:9][C:10]1[CH:18]=[CH:17][C:13]([C:14](O)=[O:15])=[C:12]([CH3:19])[CH:11]=1, predict the reaction product. The product is: [Br:9][C:10]1[CH:18]=[CH:17][C:13]([C:14]([N:5]2[CH2:6][CH2:7][C@H:3]([N:2]([CH3:8])[CH3:1])[CH2:4]2)=[O:15])=[C:12]([CH3:19])[CH:11]=1. (5) Given the reactants [C:1]([C:5]1[CH:6]=[C:7]([N:18]2[C:22](=[O:23])[CH:21]=[C:20]([C:24]3[C:33]4[C:28](=[CH:29][CH:30]=[CH:31][CH:32]=4)[C:27]([O:34][CH2:35][CH2:36][N:37]4[CH2:42][CH2:41][O:40][CH2:39][CH2:38]4)=[CH:26][CH:25]=3)[C:19]2=[O:43])[C:8]([O:16][CH3:17])=[C:9]([NH:11][S:12]([CH3:15])(=[O:14])=[O:13])[CH:10]=1)([CH3:4])([CH3:3])[CH3:2], predict the reaction product. The product is: [C:1]([C:5]1[CH:6]=[C:7]([N:18]2[C:22](=[O:23])[CH2:21][CH:20]([C:24]3[C:33]4[C:28](=[CH:29][CH:30]=[CH:31][CH:32]=4)[C:27]([O:34][CH2:35][CH2:36][N:37]4[CH2:38][CH2:39][O:40][CH2:41][CH2:42]4)=[CH:26][CH:25]=3)[C:19]2=[O:43])[C:8]([O:16][CH3:17])=[C:9]([NH:11][S:12]([CH3:15])(=[O:13])=[O:14])[CH:10]=1)([CH3:4])([CH3:2])[CH3:3].